From a dataset of Reaction yield outcomes from USPTO patents with 853,638 reactions. Predict the reaction yield, written as a fraction of the theoretical maximum amount of product (1.0 means a 100% yield; for example, 0.34 means a 34% yield). The reactants are C1(S([N:10]2[C:14]3[N:15]=[C:16]([C:25]4[CH:30]=[CH:29][CH:28]=[CH:27][CH:26]=4)[N:17]=[C:18]([NH:19][CH2:20][C@H:21]([OH:24])[CH2:22][OH:23])[C:13]=3[CH:12]=[C:11]2[C:31]([N:33]2[CH2:38][CH2:37][C:36]([C:41]3[CH:46]=[CH:45][CH:44]=[CH:43][C:42]=3[Cl:47])([C:39]#[N:40])[CH2:35][CH2:34]2)=[O:32])(=O)=O)C=CC=CC=1.[OH-].[Na+].Cl. The catalyst is CO. The product is [Cl:47][C:42]1[CH:43]=[CH:44][CH:45]=[CH:46][C:41]=1[C:36]1([C:39]#[N:40])[CH2:37][CH2:38][N:33]([C:31]([C:11]2[NH:10][C:14]3[N:15]=[C:16]([C:25]4[CH:30]=[CH:29][CH:28]=[CH:27][CH:26]=4)[N:17]=[C:18]([NH:19][CH2:20][C@H:21]([OH:24])[CH2:22][OH:23])[C:13]=3[CH:12]=2)=[O:32])[CH2:34][CH2:35]1. The yield is 0.670.